Dataset: Forward reaction prediction with 1.9M reactions from USPTO patents (1976-2016). Task: Predict the product of the given reaction. (1) Given the reactants [NH2:1][C:2]1[C:10]([C:11]([OH:13])=[O:12])=[C:9]2[C:5]([CH:6]=[N:7][NH:8]2)=[CH:4][C:3]=1[CH3:14].[Cl:15][C:16]1[C:17]([N:22]2[C:26]([C:27](O)=O)=[CH:25][C:24]([O:30][CH2:31][C:32]([F:35])([F:34])[F:33])=[N:23]2)=[N:18][CH:19]=[CH:20][CH:21]=1.N1C=CC=CC=1.CS(Cl)(=O)=O, predict the reaction product. The product is: [Cl:15][C:16]1[C:17]([N:22]2[C:26]([C:27]3[O:12][C:11](=[O:13])[C:10]4[C:2](=[C:3]([CH3:14])[CH:4]=[C:5]5[CH:6]=[N:7][NH:8][C:9]5=4)[N:1]=3)=[CH:25][C:24]([O:30][CH2:31][C:32]([F:35])([F:33])[F:34])=[N:23]2)=[N:18][CH:19]=[CH:20][CH:21]=1. (2) The product is: [CH3:24][C:23]1[N:1]([C:2]2[N:6]([C:7]3[CH:12]=[CH:11][C:10]([OH:13])=[CH:9][C:8]=3[F:14])[N:5]=[C:4]([CH3:15])[C:3]=2[C:16]#[N:17])[C:19]([CH3:21])=[CH:18][CH:22]=1. Given the reactants [NH2:1][C:2]1[N:6]([C:7]2[CH:12]=[CH:11][C:10]([OH:13])=[CH:9][C:8]=2[F:14])[N:5]=[C:4]([CH3:15])[C:3]=1[C:16]#[N:17].[CH2:18]([CH2:22][C:23](=O)[CH3:24])[C:19]([CH3:21])=O.CCOC(C)=O, predict the reaction product. (3) Given the reactants [C:1]([OH:6])(=[O:5])[C:2]([CH3:4])=[O:3].[OH-].[Na+].[Br:9][C:10]1[CH:17]=[CH:16][C:13]([CH:14]=O)=[CH:12][C:11]=1[F:18], predict the reaction product. The product is: [Br:9][C:10]1[CH:17]=[CH:16][C:13]([CH:14]=[CH:4][C:2](=[O:3])[C:1]([OH:6])=[O:5])=[CH:12][C:11]=1[F:18].